From a dataset of Reaction yield outcomes from USPTO patents with 853,638 reactions. Predict the reaction yield, written as a fraction of the theoretical maximum amount of product (1.0 means a 100% yield; for example, 0.34 means a 34% yield). (1) The reactants are C(OC([N:8]1[CH2:13][CH2:12][CH:11]([CH2:14][NH:15][C:16]([C:18]2[C:26]3[N:25]=[C:24]([CH:27]([CH3:29])[CH3:28])[NH:23][C:22]=3[CH:21]=[CH:20][CH:19]=2)=[O:17])[CH2:10][CH2:9]1)=O)(C)(C)C.FC(F)(F)C(O)=O. The catalyst is ClCCl. The product is [NH:8]1[CH2:13][CH2:12][CH:11]([CH2:14][NH:15][C:16]([C:18]2[C:26]3[N:25]=[C:24]([CH:27]([CH3:29])[CH3:28])[NH:23][C:22]=3[CH:21]=[CH:20][CH:19]=2)=[O:17])[CH2:10][CH2:9]1. The yield is 0.890. (2) The reactants are [Cl:1][C:2]1[CH:11]=[C:10]2[C:5]([CH:6]=[CH:7][N:8]([C@@H:13]([CH2:21][CH3:22])[C:14]([O:16]C(C)(C)C)=[O:15])[C:9]2=[O:12])=[CH:4][CH:3]=1.FC(F)(F)C(O)=O. The catalyst is ClCCl. The product is [Cl:1][C:2]1[CH:11]=[C:10]2[C:5]([CH:6]=[CH:7][N:8]([C@@H:13]([CH2:21][CH3:22])[C:14]([OH:16])=[O:15])[C:9]2=[O:12])=[CH:4][CH:3]=1. The yield is 0.890. (3) The reactants are [CH3:1][O:2][C:3]([C:5]1[CH:6]=[CH:7][C:8]([C:11]([OH:13])=O)=[N:9][CH:10]=1)=[O:4].Cl.Cl.[CH3:16][O:17][C:18]1[CH:30]=[CH:29][C:21]([CH2:22][N:23]2[CH2:28][CH2:27][CH2:26][CH2:25][CH2:24]2)=[CH:20][CH:19]=1.C([N:33](CC)CC)C.CN(C(ON1N=NC2C=CC=NC1=2)=[N+](C)C)C.F[P-](F)(F)(F)(F)F. The catalyst is CN(C)C=O. The product is [CH3:16][O:17][C:18]1[CH:19]=[CH:20][C:21]([CH2:22][N:23]2[CH2:28][CH2:27][CH:26]([NH:33][C:11]([C:8]3[CH:7]=[CH:6][C:5]([C:3]([O:2][CH3:1])=[O:4])=[CH:10][N:9]=3)=[O:13])[CH2:25][CH2:24]2)=[CH:29][CH:30]=1. The yield is 0.840. (4) The catalyst is O1CCOCC1.C1C=CC(/C=C/C(/C=C/C2C=CC=CC=2)=O)=CC=1.C1C=CC(/C=C/C(/C=C/C2C=CC=CC=2)=O)=CC=1.C1C=CC(/C=C/C(/C=C/C2C=CC=CC=2)=O)=CC=1.[Pd].[Pd]. The product is [CH2:33]([C@H:35]1[C@@H:39]([C:40]2[N:44]3[C:45]4[C:51]([CH3:1])=[CH:50][N:49]([CH2:53][O:54][CH2:55][CH2:56][Si:57]([CH3:60])([CH3:59])[CH3:58])[C:46]=4[N:47]=[CH:48][C:43]3=[N:42][N:41]=2)[CH2:38][C@@H:37]([N:61]([CH2:68][O:69][CH2:70][CH2:71][Si:72]([CH3:75])([CH3:74])[CH3:73])[S:62]([CH:65]2[CH2:67][CH2:66]2)(=[O:64])=[O:63])[CH2:36]1)[CH3:34]. The reactants are [C:1](=O)([O-])[O-].[Cs+].[Cs+].C1(P(C2CCCCC2)C2CCCCC2)CCCCC1.COB(OC)OC.[CH2:33]([C@H:35]1[C@@H:39]([C:40]2[N:44]3[C:45]4[C:51](I)=[CH:50][N:49]([CH2:53][O:54][CH2:55][CH2:56][Si:57]([CH3:60])([CH3:59])[CH3:58])[C:46]=4[N:47]=[CH:48][C:43]3=[N:42][N:41]=2)[CH2:38][C@@H:37]([N:61]([CH2:68][O:69][CH2:70][CH2:71][Si:72]([CH3:75])([CH3:74])[CH3:73])[S:62]([CH:65]2[CH2:67][CH2:66]2)(=[O:64])=[O:63])[CH2:36]1)[CH3:34]. The yield is 0.770. (5) The reactants are ClCCl.[C:4]1([OH:14])[C:13]2[C:8](=[CH:9][CH:10]=[CH:11][CH:12]=2)[CH:7]=[CH:6][CH:5]=1.C(N(CC)CC)C.[C:22](Cl)(=[O:26])[C:23]([CH3:25])=[CH2:24]. The catalyst is O. The product is [C:22]([O:14][C:4]1[C:13]2[C:8](=[CH:9][CH:10]=[CH:11][CH:12]=2)[CH:7]=[CH:6][CH:5]=1)(=[O:26])[C:23]([CH3:25])=[CH2:24]. The yield is 0.900. (6) The reactants are [Cl-].O[NH3+:3].[C:4](=[O:7])([O-])[OH:5].[Na+].CS(C)=O.[Si]([O:20][CH2:21][C:22]1[N:23]([CH2:27][CH2:28][N:29]2[C:34](=[O:35])[C:33]3[CH:36]=[C:37]([CH2:39][CH3:40])[S:38][C:32]=3[N:31]([CH2:41][C:42]3[CH:47]=[CH:46][C:45]([C:48]4[C:49]([C:54]#[N:55])=[CH:50][CH:51]=[CH:52][CH:53]=4)=[CH:44][CH:43]=3)[C:30]2=[O:56])[CH:24]=[CH:25][N:26]=1)(C(C)(C)C)(C)C. The catalyst is C(Cl)(Cl)Cl.O1CCCC1.[Br-].C([N+](CCCC)(CCCC)CCCC)CCC. The product is [CH2:39]([C:37]1[S:38][C:32]2[N:31]([CH2:41][C:42]3[CH:43]=[CH:44][C:45]([C:48]4[CH:53]=[CH:52][CH:51]=[CH:50][C:49]=4[C:54]4[NH:55][C:4](=[O:7])[O:5][N:3]=4)=[CH:46][CH:47]=3)[C:30](=[O:56])[N:29]([CH2:28][CH2:27][N:23]3[CH:24]=[CH:25][N:26]=[C:22]3[CH2:21][OH:20])[C:34](=[O:35])[C:33]=2[CH:36]=1)[CH3:40]. The yield is 0.350.